From a dataset of Full USPTO retrosynthesis dataset with 1.9M reactions from patents (1976-2016). Predict the reactants needed to synthesize the given product. (1) Given the product [CH3:3][N:4]([N:6]=[N:7][C:8]1[CH:12]=[C:11]([C:13]([CH3:16])([CH3:15])[CH3:14])[Se:10][C:9]=1[C:17]([NH2:2])=[O:19])[CH3:5], predict the reactants needed to synthesize it. The reactants are: [OH-].[NH4+:2].[CH3:3][N:4]([N:6]=[N:7][C:8]1[CH:12]=[C:11]([C:13]([CH3:16])([CH3:15])[CH3:14])[Se:10][C:9]=1[C:17]([O:19]CC)=O)[CH3:5].O. (2) Given the product [CH3:27][N:7]([C:1]1[CH:2]=[CH:3][CH:4]=[CH:5][CH:6]=1)[C:8]([N:10]1[CH2:11][CH2:12][N:13]([CH2:16][C:17]2[CH:22]=[CH:21][C:20]([Br:23])=[C:19]([Br:24])[CH:18]=2)[CH2:14][CH2:15]1)=[O:9], predict the reactants needed to synthesize it. The reactants are: [C:1]1([NH:7][C:8]([N:10]2[CH2:15][CH2:14][N:13]([CH2:16][C:17]3[CH:22]=[CH:21][C:20]([Br:23])=[C:19]([Br:24])[CH:18]=3)[CH2:12][CH2:11]2)=[O:9])[CH:6]=[CH:5][CH:4]=[CH:3][CH:2]=1.[H-].[Na+].[CH3:27]N(C=O)C. (3) The reactants are: C[O:2][C:3]([C:5]1[C:10]2[N:11]([CH2:14][C:15]([OH:17])=O)[CH:12]=[N:13][C:9]=2[CH:8]=[CH:7][CH:6]=1)=[O:4].CN(C=O)C.[CH3:23][O:24][C:25]1[CH:26]=[C:27]([CH:29]=[C:30]([O:32][CH3:33])[CH:31]=1)[NH2:28].F[P-](F)(F)(F)(F)F.N1(OC(N(C)C)=[N+](C)C)C2N=CC=CC=2N=N1. Given the product [CH3:33][O:32][C:30]1[CH:29]=[C:27]([NH:28][C:15](=[O:17])[CH2:14][N:11]2[C:10]3[C:5]([C:3]([OH:2])=[O:4])=[CH:6][CH:7]=[CH:8][C:9]=3[N:13]=[CH:12]2)[CH:26]=[C:25]([O:24][CH3:23])[CH:31]=1, predict the reactants needed to synthesize it. (4) Given the product [CH3:1][O:2][C:3]1[CH:4]=[C:5]2[C:9](=[CH:10][CH:11]=1)[N:8]([CH2:20][C:21]1[CH:26]=[CH:25][CH:24]=[CH:23][CH:22]=1)[CH2:7][CH2:6]2, predict the reactants needed to synthesize it. The reactants are: [CH3:1][O:2][C:3]1[CH:4]=[C:5]2[C:9](=[CH:10][CH:11]=1)[NH:8][CH:7]=[CH:6]2.C(O)(=O)C.C([BH3-])#N.[Na+].[CH:20](=O)[C:21]1[CH:26]=[CH:25][CH:24]=[CH:23][CH:22]=1. (5) Given the product [CH3:1][S:2]([CH3:4])(=[N:16][C:15]1[CH:17]=[C:18]([N+:20]([O-:22])=[O:21])[CH:19]=[C:13]([O:12][CH3:11])[CH:14]=1)=[O:3], predict the reactants needed to synthesize it. The reactants are: [CH3:1][S:2]([CH3:4])=[O:3].ClOC(C)(C)C.[CH3:11][O:12][C:13]1[CH:14]=[C:15]([CH:17]=[C:18]([N+:20]([O-:22])=[O:21])[CH:19]=1)[NH2:16].CCN(CC)CC. (6) Given the product [C:10](/[C:12](=[CH:6]\[CH:7]=[CH:8]\[N:3]([CH2:4][CH3:5])[CH2:1][CH3:2])/[C:13]([O:15][CH2:16][CH:17]([CH2:22][CH3:23])[CH2:18][CH2:19][CH2:20][CH3:21])=[O:14])#[N:11], predict the reactants needed to synthesize it. The reactants are: [CH2:1]([NH:3][CH2:4][CH3:5])[CH3:2].[CH2:6](O)[C:7]#[CH:8].[C:10]([CH2:12][C:13]([O:15][CH2:16][CH:17]([CH2:22][CH3:23])[CH2:18][CH2:19][CH2:20][CH3:21])=[O:14])#[N:11].C(O)(=O)C.